From a dataset of Reaction yield outcomes from USPTO patents with 853,638 reactions. Predict the reaction yield, written as a fraction of the theoretical maximum amount of product (1.0 means a 100% yield; for example, 0.34 means a 34% yield). The reactants are [NH2:1][C:2]1[C:3]([C:14]2[CH:26]=[CH:25][C:17]([C:18]([O:20]C(C)(C)C)=[O:19])=[C:16]([F:27])[CH:15]=2)=[N:4][C:5]([CH:8]2[CH2:13][CH2:12][O:11][CH2:10][CH2:9]2)=[CH:6][N:7]=1.C(O)(C(F)(F)F)=O. The catalyst is C(Cl)Cl.C1(C)C=CC=CC=1. The product is [NH2:1][C:2]1[C:3]([C:14]2[CH:26]=[CH:25][C:17]([C:18]([OH:20])=[O:19])=[C:16]([F:27])[CH:15]=2)=[N:4][C:5]([CH:8]2[CH2:13][CH2:12][O:11][CH2:10][CH2:9]2)=[CH:6][N:7]=1. The yield is 1.00.